From a dataset of CYP2C19 inhibition data for predicting drug metabolism from PubChem BioAssay. Regression/Classification. Given a drug SMILES string, predict its absorption, distribution, metabolism, or excretion properties. Task type varies by dataset: regression for continuous measurements (e.g., permeability, clearance, half-life) or binary classification for categorical outcomes (e.g., BBB penetration, CYP inhibition). Dataset: cyp2c19_veith. (1) The drug is CS(=O)(=O)N1CCC[C@@]2(CCN(c3ccncc3)C2)C1. The result is 0 (non-inhibitor). (2) The drug is COCC(=O)N1CCC2(CCCN(Cc3cc(C(F)(F)F)cc(C(F)(F)F)c3)C2)CC1. The result is 0 (non-inhibitor). (3) The compound is Cc1noc(C)c1C(=O)N1CCC2(CCN(Cc3ccncc3)CC2)CC1. The result is 0 (non-inhibitor). (4) The molecule is CC(C(=O)Nc1cccnc1)N1C(=O)C2C3C=CC(C3)C2C1=O. The result is 0 (non-inhibitor). (5) The compound is CN(C)CCCN1CC(C(=O)O)CC1=O. The result is 0 (non-inhibitor). (6) The compound is CCCN(CCC)C[C@@H]1CCCCN1CCNC(=O)N1c2ccccc2C(=O)Nc2cccnc21. The result is 1 (inhibitor).